This data is from Catalyst prediction with 721,799 reactions and 888 catalyst types from USPTO. The task is: Predict which catalyst facilitates the given reaction. (1) Product: [CH2:1]([O:8][C:9]([N:11]1[CH2:17][CH2:16][CH:15]([NH:18][C:19]([C:21]2[CH:26]=[CH:25][CH:24]=[CH:23][N:22]=2)=[O:20])[C:14](=[O:27])[CH2:13][CH2:12]1)=[O:10])[C:2]1[CH:7]=[CH:6][CH:5]=[CH:4][CH:3]=1. The catalyst class is: 2. Reactant: [CH2:1]([O:8][C:9]([N:11]1[CH2:17][CH2:16][CH:15]([NH:18][C:19]([C:21]2[CH:26]=[CH:25][CH:24]=[CH:23][N:22]=2)=[O:20])[CH:14]([OH:27])[CH2:13][CH2:12]1)=[O:10])[C:2]1[CH:7]=[CH:6][CH:5]=[CH:4][CH:3]=1.CC(OI1(OC(C)=O)(OC(C)=O)OC(=O)C2C=CC=CC1=2)=O.C([O-])(O)=O.[Na+]. (2) Reactant: [NH:1]1[C:9]2[C:4](=[CH:5][C:6]([NH:10][C:11]3[N:20]=[CH:19][C:18]([CH:21]4[CH2:23][CH2:22]4)=[CH:17][C:12]=3[C:13]([O:15]C)=[O:14])=[CH:7][CH:8]=2)[CH:3]=[CH:2]1.[CH3:24]C(C)([O-])C.[K+].IC.[OH-].[Na+].Cl. Product: [CH:21]1([C:18]2[CH:19]=[N:20][C:11]([NH:10][C:6]3[CH:5]=[C:4]4[C:9](=[CH:8][CH:7]=3)[N:1]([CH3:24])[CH:2]=[CH:3]4)=[C:12]([CH:17]=2)[C:13]([OH:15])=[O:14])[CH2:22][CH2:23]1. The catalyst class is: 395. (3) Reactant: [CH:1]([O:4][C:5]([N:7]1[CH2:12][CH2:11][CH:10]([O:13][N:14]=[C:15]2[CH2:20][CH2:19][N:18]([C:21]3[CH:26]=[C:25]([F:27])[C:24]([CH2:28]O)=[CH:23][C:22]=3[F:30])[CH2:17][CH2:16]2)[CH2:9][CH2:8]1)=[O:6])([CH3:3])[CH3:2].C1(P(C2C=CC=CC=2)C2C=CC=CC=2)C=CC=CC=1.C1(=O)[NH:54]C(=O)C2=CC=CC=C12.CCOC(/N=N/C(OCC)=O)=O. Product: [CH:1]([O:4][C:5]([N:7]1[CH2:8][CH2:9][CH:10]([O:13][N:14]=[C:15]2[CH2:16][CH2:17][N:18]([C:21]3[CH:26]=[C:25]([F:27])[C:24]([CH2:28][NH2:54])=[CH:23][C:22]=3[F:30])[CH2:19][CH2:20]2)[CH2:11][CH2:12]1)=[O:6])([CH3:2])[CH3:3]. The catalyst class is: 1. (4) The catalyst class is: 2. Product: [F:1][C:2]1[CH:3]=[C:4]([CH3:9])[C:5]2[N:6]([CH:7]=[C:2]([CH2:3][C@@H:10]3[CH2:12][CH2:9][CH2:4][CH2:5][NH:6]3)[N:8]=2)[CH:7]=1. Reactant: [F:1][C:2]1[CH:3]=[C:4]([CH3:9])[C:5]([NH2:8])=[N:6][CH:7]=1.[C:10](O)([C:12](F)(F)F)=O. (5) Product: [NH2:27][CH:28]([CH2:36][C:37]1[CH:38]=[CH:39][C:40]([O:43][C:44]([F:45])([F:46])[F:47])=[CH:41][CH:42]=1)[C:29]([O:31][C:32]([CH3:33])([CH3:34])[CH3:35])=[O:30]. The catalyst class is: 1. Reactant: C(O)(=O)CC(CC(O)=O)(C(O)=O)O.C1(C(=[N:27][CH:28]([CH2:36][C:37]2[CH:42]=[CH:41][C:40]([O:43][C:44]([F:47])([F:46])[F:45])=[CH:39][CH:38]=2)[C:29]([O:31][C:32]([CH3:35])([CH3:34])[CH3:33])=[O:30])C2C=CC=CC=2)C=CC=CC=1. (6) Reactant: C(O)(=[O:3])C.[C:5]([C:9]1[CH:14]=[C:13]([CH3:15])[C:12]([S:16](F)(F)[F:17])=[C:11]([CH3:20])[CH:10]=1)([CH3:8])([CH3:7])[CH3:6]. Product: [C:5]([C:9]1[CH:14]=[C:13]([CH3:15])[C:12]([S:16]([F:17])=[O:3])=[C:11]([CH3:20])[CH:10]=1)([CH3:8])([CH3:7])[CH3:6]. The catalyst class is: 4. (7) Reactant: [I-].ClC1C=CC=C[N+]=1C.[C:10]([NH:18][C:19]([N:21]([CH2:44][CH2:45][OH:46])[C:22]1[CH:27]=[CH:26][C:25]([N:28]2[CH2:32][C@H:31]([CH2:33][NH:34][C:35]([C:37]3[S:38][C:39]([Cl:42])=[CH:40][CH:41]=3)=[O:36])[O:30][C:29]2=[O:43])=[CH:24][CH:23]=1)=S)(=[O:17])[C:11]1[CH:16]=[CH:15][CH:14]=[CH:13][CH:12]=1.C(N(CC)CC)C.O. Product: [C:10]([N:18]=[C:19]1[N:21]([C:22]2[CH:27]=[CH:26][C:25]([N:28]3[CH2:32][C@H:31]([CH2:33][NH:34][C:35]([C:37]4[S:38][C:39]([Cl:42])=[CH:40][CH:41]=4)=[O:36])[O:30][C:29]3=[O:43])=[CH:24][CH:23]=2)[CH2:44][CH2:45][O:46]1)(=[O:17])[C:11]1[CH:16]=[CH:15][CH:14]=[CH:13][CH:12]=1. The catalyst class is: 245.